From a dataset of Forward reaction prediction with 1.9M reactions from USPTO patents (1976-2016). Predict the product of the given reaction. (1) The product is: [F:1][C:2]1[CH:7]=[CH:6][C:5]([O:8][CH3:9])=[CH:4][C:3]=1[C:10]1[CH:15]=[CH:14][C:13]([O:16][CH2:17][C:18]2[CH:23]=[CH:22][C:21]([O:24][CH3:25])=[CH:20][CH:19]=2)=[CH:12][C:11]=1[C:26]1[S:45][C:30]([C:31]([F:34])([F:33])[F:32])=[N:29][N:28]=1. Given the reactants [F:1][C:2]1[CH:7]=[CH:6][C:5]([O:8][CH3:9])=[CH:4][C:3]=1[C:10]1[C:11]([C:26]([NH:28][NH:29][C:30](=O)[C:31]([F:34])([F:33])[F:32])=O)=[CH:12][C:13]([O:16][CH2:17][C:18]2[CH:23]=[CH:22][C:21]([O:24][CH3:25])=[CH:20][CH:19]=2)=[CH:14][CH:15]=1.COC1C=CC(P2(SP(C3C=CC(OC)=CC=3)(=S)S2)=[S:45])=CC=1, predict the reaction product. (2) Given the reactants Br[CH2:2][C:3](=O)/[C:4](=[N:23]/[O:24][CH3:25])/[C:5]([NH:7][CH:8]1[C:21](=[O:22])[N:10]2[C:11]([C:18]([OH:20])=[O:19])=[C:12]([CH2:15][O:16][CH3:17])[CH2:13][S:14][C@H:9]12)=[O:6].C([O-])(=O)C.[Na+].[NH2:32][C:33]([NH2:35])=[S:34], predict the reaction product. The product is: [CH3:17][O:16][CH2:15][C:12]1[CH2:13][S:14][C@@H:9]2[C@H:8]([NH:7][C:5](/[C:4](/[C:3]3[N:32]=[C:33]([NH2:35])[S:34][CH:2]=3)=[N:23]\[O:24][CH3:25])=[O:6])[C:21](=[O:22])[N:10]2[C:11]=1[C:18]([OH:20])=[O:19]. (3) The product is: [F:24][C:2]1([F:1])[CH2:6][N:5]([C:7]2[CH:12]=[CH:11][N:10]3[N:13]=[CH:14][C:15]([NH:16][C:30]([N:32]4[CH2:33][CH:34]([OH:42])[CH2:36]4)=[O:31])=[C:9]3[N:8]=2)[C@@H:4]([C:17]2[CH:22]=[CH:21][CH:20]=[C:19]([F:23])[CH:18]=2)[CH2:3]1. Given the reactants [F:1][C:2]1([F:24])[CH2:6][N:5]([C:7]2[CH:12]=[CH:11][N:10]3[N:13]=[CH:14][C:15]([NH2:16])=[C:9]3[N:8]=2)[C@@H:4]([C:17]2[CH:22]=[CH:21][CH:20]=[C:19]([F:23])[CH:18]=2)[CH2:3]1.C1N=CN([C:30]([N:32]2[CH:36]=N[CH:34]=[CH:33]2)=[O:31])C=1.Cl.N1CC([OH:42])C1.CCN(C(C)C)C(C)C, predict the reaction product. (4) Given the reactants [C:1]1([NH2:8])[CH:6]=[CH:5][CH:4]=[CH:3][C:2]=1[NH2:7].[CH2:9]1[CH2:29][N:28]2[C:12]3[C:13](C[CH2:26][CH2:27]2)=[C:14]2[O:21][C:19](=[O:20])[C:18]([C:22](O)=O)=[CH:17][C:15]2=[CH:16][C:11]=3C1.S(OS(C(F)(F)F)(=O)=O)(C(F)(F)F)(=O)=O.C1(P(=O)(C2C=CC=CC=2)C2C=CC=CC=2)C=CC=CC=1, predict the reaction product. The product is: [CH3:9][CH2:29][N:28]([C:12]1[CH:11]=[CH:16][C:15]2[CH:17]=[C:18]([C:22]3[NH:8][C:1]4[C:2](=[CH:3][CH:4]=[CH:5][CH:6]=4)[N:7]=3)[C:19]([O:21][C:14]=2[CH:13]=1)=[O:20])[CH2:27][CH3:26].